From a dataset of HIV replication inhibition screening data with 41,000+ compounds from the AIDS Antiviral Screen. Binary Classification. Given a drug SMILES string, predict its activity (active/inactive) in a high-throughput screening assay against a specified biological target. (1) The molecule is N=C(Nc1ccc(O)cc1)[SH](=O)=O. The result is 0 (inactive). (2) The drug is COc1cccc2c1[OH+][Pd-2]1(O)[O+]=C(c3ccncc3)[N-][N+]1=C2. The result is 0 (inactive). (3) The compound is COc1cc(C=CC(=O)c2sc(NNC(C)=O)nc2C)ccc1O. The result is 0 (inactive). (4) The compound is CN1c2c(C(=O)Nc3nccs3)nn(-c3ccccc3)c2-c2ccccc2S1(=O)=O. The result is 0 (inactive).